Task: Regression. Given a peptide amino acid sequence and an MHC pseudo amino acid sequence, predict their binding affinity value. This is MHC class II binding data.. Dataset: Peptide-MHC class II binding affinity with 134,281 pairs from IEDB (1) The peptide sequence is EPAYFATAESVRDHL. The MHC is HLA-DPA10201-DPB10101 with pseudo-sequence HLA-DPA10201-DPB10101. The binding affinity (normalized) is 0.166. (2) The peptide sequence is LTVMDRYSVDADLQL. The MHC is HLA-DQA10303-DQB10402 with pseudo-sequence HLA-DQA10303-DQB10402. The binding affinity (normalized) is 0. (3) The peptide sequence is TGEAHLAEENEGDNA. The MHC is DRB1_0301 with pseudo-sequence DRB1_0301. The binding affinity (normalized) is 0.0857. (4) The peptide sequence is SCGLYKQPGVPVRWK. The MHC is DRB1_1501 with pseudo-sequence DRB1_1501. The binding affinity (normalized) is 0.365.